The task is: Predict the reaction yield, written as a fraction of the theoretical maximum amount of product (1.0 means a 100% yield; for example, 0.34 means a 34% yield).. This data is from Reaction yield outcomes from USPTO patents with 853,638 reactions. (1) The reactants are [C:1]([O:7][CH2:8][C@H:9]([C:15]1[C:24]([CH3:25])=[CH:23][C:18]2[N:19]=[C:20]([NH2:22])[S:21][C:17]=2[C:16]=1Br)[O:10][C:11]([CH3:14])([CH3:13])[CH3:12])(=[O:6])[C:2]([CH3:5])([CH3:4])[CH3:3].C([O-])([O-])=O.[K+].[K+].[Cl:33][C:34]1[CH:39]=[CH:38][C:37](B(O)O)=[CH:36][CH:35]=1.O1CCOCC1. The product is [C:1]([O:7][CH2:8][C@H:9]([C:15]1[C:24]([CH3:25])=[CH:23][C:18]2[N:19]=[C:20]([NH2:22])[S:21][C:17]=2[C:16]=1[C:37]1[CH:38]=[CH:39][C:34]([Cl:33])=[CH:35][CH:36]=1)[O:10][C:11]([CH3:14])([CH3:13])[CH3:12])(=[O:6])[C:2]([CH3:5])([CH3:4])[CH3:3]. The yield is 0.900. The catalyst is C1C=CC([P]([Pd]([P](C2C=CC=CC=2)(C2C=CC=CC=2)C2C=CC=CC=2)([P](C2C=CC=CC=2)(C2C=CC=CC=2)C2C=CC=CC=2)[P](C2C=CC=CC=2)(C2C=CC=CC=2)C2C=CC=CC=2)(C2C=CC=CC=2)C2C=CC=CC=2)=CC=1.O. (2) The reactants are [CH3:1][N:2]([CH3:23])[C:3]1[CH:8]=[CH:7][CH:6]=[C:5]([C:9]([C:14]2[NH:22][C:17]3=[N:18][CH:19]=[CH:20][CH:21]=[C:16]3[CH:15]=2)=[CH:10][CH:11]([CH3:13])[CH3:12])[CH:4]=1.[H][H]. The catalyst is CO.O1CCCC1.[Pd]. The product is [CH3:23][N:2]([CH3:1])[C:3]1[CH:8]=[CH:7][CH:6]=[C:5]([CH:9]([C:14]2[NH:22][C:17]3=[N:18][CH:19]=[CH:20][CH:21]=[C:16]3[CH:15]=2)[CH2:10][CH:11]([CH3:13])[CH3:12])[CH:4]=1. The yield is 0.750. (3) The reactants are Br[C:2]1[C:3]([C:16]2[CH:21]=[CH:20][CH:19]=[CH:18][CH:17]=2)=[N:4][C:5]2[C:10]([N:11]=1)=[CH:9][C:8]([C:12]([O:14][CH3:15])=[O:13])=[CH:7][CH:6]=2.[Cl:22][C:23]1[CH:24]=[C:25]([N:29]2[CH2:34][CH2:33][NH:32][CH2:31][CH2:30]2)[CH:26]=[CH:27][CH:28]=1.CCN(C(C)C)C(C)C. The catalyst is CN(C=O)C. The product is [Cl:22][C:23]1[CH:24]=[C:25]([N:29]2[CH2:34][CH2:33][N:32]([C:2]3[C:3]([C:16]4[CH:21]=[CH:20][CH:19]=[CH:18][CH:17]=4)=[N:4][C:5]4[C:10]([N:11]=3)=[CH:9][C:8]([C:12]([O:14][CH3:15])=[O:13])=[CH:7][CH:6]=4)[CH2:31][CH2:30]2)[CH:26]=[CH:27][CH:28]=1. The yield is 0.890.